The task is: Regression. Given a peptide amino acid sequence and an MHC pseudo amino acid sequence, predict their binding affinity value. This is MHC class I binding data.. This data is from Peptide-MHC class I binding affinity with 185,985 pairs from IEDB/IMGT. The peptide sequence is MYQYIFLSF. The MHC is HLA-B35:01 with pseudo-sequence HLA-B35:01. The binding affinity (normalized) is 0.0847.